From a dataset of Catalyst prediction with 721,799 reactions and 888 catalyst types from USPTO. Predict which catalyst facilitates the given reaction. (1) Reactant: Br[C:2]1[C:7]2=[CH:8][N:9]([C:11]3[C:16]([Cl:17])=[CH:15][CH:14]=[CH:13][C:12]=3[Cl:18])[N:10]=[C:6]2[C:5]([Br:19])=[CH:4][N:3]=1.[CH3:20][C:21]1[N:26]=[CH:25][N:24]=[C:23]([NH2:27])[CH:22]=1.CC1(C)C2C(=C(P(C3C=CC=CC=3)C3C=CC=CC=3)C=CC=2)OC2C(P(C3C=CC=CC=3)C3C=CC=CC=3)=CC=CC1=2.C(=O)([O-])[O-].[Cs+].[Cs+]. Product: [Br:19][C:5]1[C:6]2[C:7](=[CH:8][N:9]([C:11]3[C:16]([Cl:17])=[CH:15][CH:14]=[CH:13][C:12]=3[Cl:18])[N:10]=2)[C:2]([NH:27][C:23]2[CH:22]=[C:21]([CH3:20])[N:26]=[CH:25][N:24]=2)=[N:3][CH:4]=1. The catalyst class is: 62. (2) Reactant: [F:1][C:2]1[CH:25]=[CH:24][C:5]([CH2:6][O:7][C:8]2[CH:9]=[C:10]3[C:14](=[CH:15][CH:16]=2)[C:13](=[O:17])[N:12]([C@@H:18]([CH3:22])[C:19]([NH2:21])=O)[C:11]3=[O:23])=[CH:4][CH:3]=1.COC1C=CC(P2(SP(C3C=CC(OC)=CC=3)(=S)S2)=[S:35])=CC=1. Product: [F:1][C:2]1[CH:25]=[CH:24][C:5]([CH2:6][O:7][C:8]2[CH:9]=[C:10]3[C:14](=[CH:15][CH:16]=2)[C:13](=[O:17])[N:12]([C@@H:18]([CH3:22])[C:19]([NH2:21])=[S:35])[C:11]3=[O:23])=[CH:4][CH:3]=1. The catalyst class is: 7. (3) Reactant: [Cl:1][C:2]1[CH:7]=[C:6]([F:8])[CH:5]=[CH:4][C:3]=1[CH:9]([C:14]([O:16]C)=O)[C:10]([O:12]C)=O.[C:18]([C:20]1[CH:21]=[N:22][NH:23][C:24]=1[NH2:25])#[N:19].C(N(CCCC)CCCC)CCC. Product: [Cl:1][C:2]1[CH:7]=[C:6]([F:8])[CH:5]=[CH:4][C:3]=1[C:9]1[C:10]([OH:12])=[N:25][C:24]2[N:23]([N:22]=[CH:21][C:20]=2[C:18]#[N:19])[C:14]=1[OH:16]. The catalyst class is: 5. (4) Reactant: [NH2:1][C@H:2]1[CH2:6][C@@H:5]([N:7]2[CH:15]=[N:14][C:13]3[C:8]2=[N:9][C:10]([N:31]2[CH2:35][CH2:34][C@@H:33]([NH:36][C:37]([NH:39][C:40]4[CH:41]=[N:42][CH:43]=[CH:44][CH:45]=4)=[O:38])[CH2:32]2)=[N:11][C:12]=3[NH:16][CH2:17][CH:18]([C:25]2[CH:30]=[CH:29][CH:28]=[CH:27][CH:26]=2)[C:19]2[CH:24]=[CH:23][CH:22]=[CH:21][CH:20]=2)[C@H:4]([OH:46])[C@@H:3]1[OH:47].O=C1CCC(=O)N1[O:55][C:56](=O)[CH2:57][NH:58]C(OC(C)(C)C)=O.[ClH:67]. Product: [ClH:67].[ClH:67].[NH2:58][CH2:57][C:56]([NH:1][C@H:2]1[CH2:6][C@@H:5]([N:7]2[CH:15]=[N:14][C:13]3[C:8]2=[N:9][C:10]([N:31]2[CH2:35][CH2:34][C@@H:33]([NH:36][C:37]([NH:39][C:40]4[CH:41]=[N:42][CH:43]=[CH:44][CH:45]=4)=[O:38])[CH2:32]2)=[N:11][C:12]=3[NH:16][CH2:17][CH:18]([C:19]2[CH:24]=[CH:23][CH:22]=[CH:21][CH:20]=2)[C:25]2[CH:26]=[CH:27][CH:28]=[CH:29][CH:30]=2)[C@H:4]([OH:46])[C@@H:3]1[OH:47])=[O:55]. The catalyst class is: 242.